Dataset: Reaction yield outcomes from USPTO patents with 853,638 reactions. Task: Predict the reaction yield, written as a fraction of the theoretical maximum amount of product (1.0 means a 100% yield; for example, 0.34 means a 34% yield). (1) The reactants are [NH2:1][C:2]1[CH:3]=[CH:4][C:5]([Cl:16])=[C:6]([CH:15]=1)[C:7]([NH:9][CH2:10][C:11]([F:14])([F:13])[F:12])=[O:8].[F:17][C:18]([F:35])([C:23]1[C:27]([C:28]([F:31])([F:30])[F:29])=[C:26]([C:32](Cl)=[O:33])[NH:25][N:24]=1)[C:19]([F:22])([F:21])[F:20]. The catalyst is ClCCl.[Ag]C#N. The product is [Cl:16][C:5]1[CH:4]=[CH:3][C:2]([NH:1][C:32]([C:26]2[NH:25][N:24]=[C:23]([C:18]([F:17])([F:35])[C:19]([F:20])([F:21])[F:22])[C:27]=2[C:28]([F:31])([F:29])[F:30])=[O:33])=[CH:15][C:6]=1[C:7](=[O:8])[NH:9][CH2:10][C:11]([F:12])([F:13])[F:14]. The yield is 0.110. (2) The reactants are [C:1]([N:20]1[C:24]([C:25](OC)=[O:26])=[C:23]([C:29](OC)=[O:30])[C:22]([C:33](OC)=[O:34])=[N:21]1)([C:14]1[CH:19]=[CH:18][CH:17]=[CH:16][CH:15]=1)([C:8]1[CH:13]=[CH:12][CH:11]=[CH:10][CH:9]=1)[C:2]1[CH:7]=[CH:6][CH:5]=[CH:4][CH:3]=1.[H-].[H-].[H-].[H-].[Li+].[Al+3]. The catalyst is C1COCC1.CCOCC. The product is [C:1]([N:20]1[C:24]([CH2:25][OH:26])=[C:23]([CH2:29][OH:30])[C:22]([CH2:33][OH:34])=[N:21]1)([C:14]1[CH:19]=[CH:18][CH:17]=[CH:16][CH:15]=1)([C:2]1[CH:3]=[CH:4][CH:5]=[CH:6][CH:7]=1)[C:8]1[CH:13]=[CH:12][CH:11]=[CH:10][CH:9]=1. The yield is 0.730.